This data is from Forward reaction prediction with 1.9M reactions from USPTO patents (1976-2016). The task is: Predict the product of the given reaction. (1) Given the reactants [F:1][C:2]([F:23])([F:22])[CH2:3][CH2:4][CH:5]([C:11]1[CH:21]=[CH:20][C:14]([C:15]([O:17][CH2:18][CH3:19])=[O:16])=[CH:13][CH:12]=1)OS(C)(=O)=O.[NH2:24][C:25]1[CH:26]=[N:27][C:28]2[C:33]([CH:34]=1)=[CH:32][CH:31]=[CH:30][CH:29]=2.P([O-])([O-])([O-])=O.[K+].[K+].[K+], predict the reaction product. The product is: [F:1][C:2]([F:23])([F:22])[CH2:3][CH2:4][CH:5]([C:11]1[CH:21]=[CH:20][C:14]([C:15]([O:17][CH2:18][CH3:19])=[O:16])=[CH:13][CH:12]=1)[NH:24][C:25]1[CH:26]=[N:27][C:28]2[C:33]([CH:34]=1)=[CH:32][CH:31]=[CH:30][CH:29]=2. (2) Given the reactants Br[C:2]1[C:7]([Cl:8])=[CH:6][C:5]([NH:9][C:10]2[N:14]=[C:13]([NH2:15])[NH:12][N:11]=2)=[CH:4][C:3]=1[Cl:16].CN1C(C)(C)CC(SC2C=CC(B3OC(C)(C)C(C)(C)O3)=CC=2)CC1(C)C.[C:44]([NH:48][S:49]([C:52]1[CH:57]=[CH:56][C:55](B(O)O)=[CH:54][CH:53]=1)(=[O:51])=[O:50])([CH3:47])([CH3:46])[CH3:45].C([O-])([O-])=O.[K+].[K+], predict the reaction product. The product is: [NH2:15][C:13]1[NH:12][N:11]=[C:10]([NH:9][C:5]2[CH:6]=[C:7]([Cl:8])[C:2]([C:55]3[CH:54]=[CH:53][C:52]([S:49]([NH:48][C:44]([CH3:47])([CH3:46])[CH3:45])(=[O:50])=[O:51])=[CH:57][CH:56]=3)=[C:3]([Cl:16])[CH:4]=2)[N:14]=1.